Regression. Given two drug SMILES strings and cell line genomic features, predict the synergy score measuring deviation from expected non-interaction effect. From a dataset of NCI-60 drug combinations with 297,098 pairs across 59 cell lines. (1) Drug 1: CN1CCC(CC1)COC2=C(C=C3C(=C2)N=CN=C3NC4=C(C=C(C=C4)Br)F)OC. Drug 2: COC1=CC(=CC(=C1O)OC)C2C3C(COC3=O)C(C4=CC5=C(C=C24)OCO5)OC6C(C(C7C(O6)COC(O7)C8=CC=CS8)O)O. Cell line: OVCAR-4. Synergy scores: CSS=2.93, Synergy_ZIP=-3.93, Synergy_Bliss=-6.46, Synergy_Loewe=-4.13, Synergy_HSA=-3.85. (2) Drug 2: COCCOC1=C(C=C2C(=C1)C(=NC=N2)NC3=CC=CC(=C3)C#C)OCCOC.Cl. Cell line: KM12. Synergy scores: CSS=19.9, Synergy_ZIP=-5.25, Synergy_Bliss=0.557, Synergy_Loewe=1.27, Synergy_HSA=1.43. Drug 1: C(=O)(N)NO. (3) Drug 1: CCC(=C(C1=CC=CC=C1)C2=CC=C(C=C2)OCCN(C)C)C3=CC=CC=C3.C(C(=O)O)C(CC(=O)O)(C(=O)O)O. Drug 2: C1C(C(OC1N2C=NC(=NC2=O)N)CO)O. Cell line: NCI/ADR-RES. Synergy scores: CSS=13.5, Synergy_ZIP=-0.658, Synergy_Bliss=6.10, Synergy_Loewe=-2.92, Synergy_HSA=3.65. (4) Drug 1: CN1CCC(CC1)COC2=C(C=C3C(=C2)N=CN=C3NC4=C(C=C(C=C4)Br)F)OC. Drug 2: C1=NNC2=C1C(=O)NC=N2. Cell line: UACC62. Synergy scores: CSS=11.2, Synergy_ZIP=-0.160, Synergy_Bliss=5.32, Synergy_Loewe=1.30, Synergy_HSA=5.31. (5) Drug 1: C1C(C(OC1N2C=NC3=C(N=C(N=C32)Cl)N)CO)O. Drug 2: CCCCC(=O)OCC(=O)C1(CC(C2=C(C1)C(=C3C(=C2O)C(=O)C4=C(C3=O)C=CC=C4OC)O)OC5CC(C(C(O5)C)O)NC(=O)C(F)(F)F)O. Cell line: MDA-MB-231. Synergy scores: CSS=46.8, Synergy_ZIP=1.66, Synergy_Bliss=1.64, Synergy_Loewe=2.70, Synergy_HSA=6.59. (6) Drug 1: CC1C(C(CC(O1)OC2CC(CC3=C2C(=C4C(=C3O)C(=O)C5=C(C4=O)C(=CC=C5)OC)O)(C(=O)CO)O)N)O.Cl. Drug 2: CC(CN1CC(=O)NC(=O)C1)N2CC(=O)NC(=O)C2. Cell line: SK-MEL-28. Synergy scores: CSS=2.52, Synergy_ZIP=-1.59, Synergy_Bliss=0.0349, Synergy_Loewe=-0.764, Synergy_HSA=-0.459.